From a dataset of Full USPTO retrosynthesis dataset with 1.9M reactions from patents (1976-2016). Predict the reactants needed to synthesize the given product. (1) Given the product [Br:1][C:2]1[CH:7]=[CH:6][CH:5]=[CH:4][C:3]=1[S:8][C:9]1([C:15]([NH:33][CH2:28][C:27]#[N:26])=[O:17])[CH2:10][CH2:11][CH2:12][CH2:13][CH2:14]1, predict the reactants needed to synthesize it. The reactants are: [Br:1][C:2]1[CH:7]=[CH:6][CH:5]=[CH:4][C:3]=1[S:8][C:9]1([C:15]([OH:17])=O)[CH2:14][CH2:13][CH2:12][CH2:11][CH2:10]1.CN(C(O[N:26]1N=[N:33][C:28]2C=CC=N[C:27]1=2)=[N+](C)C)C.F[P-](F)(F)(F)(F)F.Cl.NCC#N.CCN(CC)CC. (2) Given the product [CH2:1]([N:8]1[CH2:13][CH2:12][N:11]([C:14]2[C:23]3[C:18](=[CH:19][CH:20]=[C:21]([N:53]([CH3:54])[CH3:52])[CH:22]=3)[CH:17]=[CH:16][N:15]=2)[CH2:10][CH2:9]1)[C:2]1[CH:7]=[CH:6][CH:5]=[CH:4][CH:3]=1, predict the reactants needed to synthesize it. The reactants are: [CH2:1]([N:8]1[CH2:13][CH2:12][N:11]([C:14]2[C:23]3[C:18](=[CH:19][CH:20]=[C:21](Cl)[CH:22]=3)[CH:17]=[CH:16][N:15]=2)[CH2:10][CH2:9]1)[C:2]1[CH:7]=[CH:6][CH:5]=[CH:4][CH:3]=1.C(P(C(C)(C)C)C1C=CC=CC=1C1C=CC=CC=1)(C)(C)C.CC(C)([O-])C.[Na+].[CH3:52][NH:53][CH3:54].O1CCCC1.